From a dataset of Catalyst prediction with 721,799 reactions and 888 catalyst types from USPTO. Predict which catalyst facilitates the given reaction. Reactant: [F:1][C:2]([F:43])([F:42])[C:3]1[CH:4]=[C:5]([C:13]([CH3:41])([CH3:40])[C:14]([N:16]([C:18]2[CH:19]=[N:20][C:21]([N:32]3[CH2:36][CH2:35][C@H:34]([OH:37])[C@H:33]3[CH2:38][OH:39])=[CH:22][C:23]=2[C:24]2[CH:29]=[CH:28][C:27]([F:30])=[CH:26][C:25]=2[CH3:31])[CH3:17])=[O:15])[CH:6]=[C:7]([C:9]([F:12])([F:11])[F:10])[CH:8]=1.N(C(OC(C)C)=O)=NC(OC(C)C)=O.C(O)(=O)C1C=CC=CC=1.C1(P(C2C=CC=CC=2)C2C=CC=CC=2)C=CC=CC=1.C(=O)([O-])[O-].[Na+].[Na+]. Product: [F:42][C:2]([F:1])([F:43])[C:3]1[CH:4]=[C:5]([C:13]([CH3:41])([CH3:40])[C:14]([N:16]([C:18]2[CH:19]=[N:20][C:21]([N:32]3[CH2:36][CH2:35][C@@H:34]([OH:37])[C@H:33]3[CH2:38][OH:39])=[CH:22][C:23]=2[C:24]2[CH:29]=[CH:28][C:27]([F:30])=[CH:26][C:25]=2[CH3:31])[CH3:17])=[O:15])[CH:6]=[C:7]([C:9]([F:11])([F:12])[F:10])[CH:8]=1.[F:43][C:2]([F:1])([F:42])[C:3]1[CH:4]=[C:5]([C:13]([CH3:40])([CH3:41])[C:14]([N:16]([C:18]2[CH:19]=[N:20][C:21]([N:32]3[CH2:36][CH:35]=[CH:34][C@H:33]3[CH2:38][OH:39])=[CH:22][C:23]=2[C:24]2[CH:29]=[CH:28][C:27]([F:30])=[CH:26][C:25]=2[CH3:31])[CH3:17])=[O:15])[CH:6]=[C:7]([C:9]([F:10])([F:11])[F:12])[CH:8]=1. The catalyst class is: 7.